From a dataset of Reaction yield outcomes from USPTO patents with 853,638 reactions. Predict the reaction yield, written as a fraction of the theoretical maximum amount of product (1.0 means a 100% yield; for example, 0.34 means a 34% yield). (1) The product is [Cl:1][C:2]1[CH:3]=[CH:4][C:5]([C:8]2[N:9]([CH2:23][C@H:24]([OH:29])[C:25]([F:26])([F:28])[F:27])[C:10](=[O:22])[N:11]([CH2:13][C:14]3[N:18]=[C:17]([CH:19]([OH:21])[CH3:20])[N:16]([C:33]4[CH:32]=[C:31]([F:30])[CH:36]=[C:35]([F:37])[CH:34]=4)[N:15]=3)[N:12]=2)=[CH:6][CH:7]=1. The yield is 0.227. The catalyst is N1C=CC=CC=1.C([O-])(=O)C.[Cu+2].C([O-])(=O)C. The reactants are [Cl:1][C:2]1[CH:7]=[CH:6][C:5]([C:8]2[N:9]([CH2:23][C@H:24]([OH:29])[C:25]([F:28])([F:27])[F:26])[C:10](=[O:22])[N:11]([CH2:13][C:14]3[N:18]=[C:17]([CH:19]([OH:21])[CH3:20])[NH:16][N:15]=3)[N:12]=2)=[CH:4][CH:3]=1.[F:30][C:31]1[CH:32]=[C:33](B(O)O)[CH:34]=[C:35]([F:37])[CH:36]=1.B(O)O. (2) The catalyst is CC#N. The product is [C:1]([O:5][C:6](=[O:7])[NH:8][CH:9]([CH3:16])[CH2:10][N:17]1[CH2:22][CH2:21][O:20][CH2:19][CH2:18]1)([CH3:4])([CH3:3])[CH3:2]. The reactants are [C:1]([O:5][C:6]([NH:8][CH:9]([CH3:16])[CH2:10]OS(C)(=O)=O)=[O:7])([CH3:4])([CH3:3])[CH3:2].[NH:17]1[CH2:22][CH2:21][O:20][CH2:19][CH2:18]1.C([O-])([O-])=O.[K+].[K+]. The yield is 0.620.